Dataset: Reaction yield outcomes from USPTO patents with 853,638 reactions. Task: Predict the reaction yield, written as a fraction of the theoretical maximum amount of product (1.0 means a 100% yield; for example, 0.34 means a 34% yield). The reactants are [C:1]1(C2C=CC=CC=2)[CH:6]=[CH:5][C:4]([C:7]2[CH:8]([O:14][CH3:15])[O:9][CH:10]([O:12][CH3:13])[CH:11]=2)=[CH:3][CH:2]=1.C1(C2C=COC=2)C=CC=CC=1. No catalyst specified. The product is [CH3:15][O:14][CH:8]1[C:7]([C:4]2[CH:5]=[CH:6][CH:1]=[CH:2][CH:3]=2)=[CH:11][CH:10]([O:12][CH3:13])[O:9]1. The yield is 0.820.